From a dataset of Peptide-MHC class I binding affinity with 185,985 pairs from IEDB/IMGT. Regression. Given a peptide amino acid sequence and an MHC pseudo amino acid sequence, predict their binding affinity value. This is MHC class I binding data. (1) The MHC is HLA-B53:01 with pseudo-sequence HLA-B53:01. The peptide sequence is RPPYSSYGY. The binding affinity (normalized) is 0.0847. (2) The peptide sequence is TTLLNETAK. The MHC is HLA-A31:01 with pseudo-sequence HLA-A31:01. The binding affinity (normalized) is 0.244.